Predict the reactants needed to synthesize the given product. From a dataset of Full USPTO retrosynthesis dataset with 1.9M reactions from patents (1976-2016). (1) Given the product [Cl:1][C:2]1[CH:3]=[CH:4][C:5]([C:8]2[CH2:9][CH2:10][NH:11][CH2:12][CH:13]=2)=[N:6][CH:7]=1, predict the reactants needed to synthesize it. The reactants are: [Cl:1][C:2]1[CH:3]=[CH:4][C:5]([C:8]2[CH2:9][CH2:10][N:11](C(OC(C)(C)C)=O)[CH2:12][CH:13]=2)=[N:6][CH:7]=1.Cl. (2) Given the product [CH2:1]([NH:3][C:4]([NH:6][C:7]1[CH:8]=[CH:9][C:10]([C:13]2[N:14]=[C:15]([N:23]3[CH2:28][CH2:27][O:26][CH2:25][C@@H:24]3[CH3:29])[C:16]3[CH2:22][CH2:21][N:20]([CH:34]4[CH2:35][CH2:36][N:31]([CH3:30])[CH2:32][CH2:33]4)[CH2:19][C:17]=3[N:18]=2)=[CH:11][CH:12]=1)=[O:5])[CH3:2], predict the reactants needed to synthesize it. The reactants are: [CH2:1]([NH:3][C:4]([NH:6][C:7]1[CH:12]=[CH:11][C:10]([C:13]2[N:14]=[C:15]([N:23]3[CH2:28][CH2:27][O:26][CH2:25][C@@H:24]3[CH3:29])[C:16]3[CH2:22][CH2:21][NH:20][CH2:19][C:17]=3[N:18]=2)=[CH:9][CH:8]=1)=[O:5])[CH3:2].[CH3:30][N:31]1[CH2:36][CH2:35][C:34](=O)[CH2:33][CH2:32]1. (3) Given the product [CH2:15]([O:14][C:13](=[O:21])[CH2:12][C:10](=[O:11])[CH2:9][CH2:8][C:3]1[CH:4]=[CH:5][CH:6]=[CH:7][C:2]=1[F:1])[CH3:19], predict the reactants needed to synthesize it. The reactants are: [F:1][C:2]1[CH:7]=[CH:6][CH:5]=[CH:4][C:3]=1[CH2:8][CH2:9][C:10]([CH:12]1C(=O)O[C:15](C)([CH3:19])[O:14][C:13]1=[O:21])=[O:11].